From a dataset of Reaction yield outcomes from USPTO patents with 853,638 reactions. Predict the reaction yield, written as a fraction of the theoretical maximum amount of product (1.0 means a 100% yield; for example, 0.34 means a 34% yield). (1) The reactants are [H-].[Na+].[CH3:3][O:4][C:5]1[CH:10]=[CH:9][C:8]([NH2:11])=[CH:7][CH:6]=1.[Cl:12][C:13]1[CH:18]=[CH:17][CH:16]=[C:15](Cl)[C:14]=1[N+:20]([O-:22])=[O:21].Cl. The catalyst is C1COCC1.O. The product is [Cl:12][C:13]1[C:14]([N+:20]([O-:22])=[O:21])=[C:15]([CH:16]=[CH:17][CH:18]=1)[NH:11][C:8]1[CH:9]=[CH:10][C:5]([O:4][CH3:3])=[CH:6][CH:7]=1. The yield is 0.790. (2) The reactants are Br[C:2]1[CH:3]=[CH:4][C:5]2[O:14][CH2:13][CH2:12][C:11]3[S:10][C:9]([C:15]4[N:16]([CH:20]([CH3:22])[CH3:21])[N:17]=[CH:18][N:19]=4)=[N:8][C:7]=3[C:6]=2[CH:23]=1.CC1(C)C(C)(C)OB([C:32]2[CH:33]=[CH:34][C:35]([N:38]3[CH2:43][CH2:42][O:41][CH2:40][CH2:39]3)=[N:36][CH:37]=2)O1. The yield is 0.580. The product is [CH:20]([N:16]1[C:15]([C:9]2[S:10][C:11]3[CH2:12][CH2:13][O:14][C:5]4[CH:4]=[CH:3][C:2]([C:32]5[CH:37]=[N:36][C:35]([N:38]6[CH2:39][CH2:40][O:41][CH2:42][CH2:43]6)=[CH:34][CH:33]=5)=[CH:23][C:6]=4[C:7]=3[N:8]=2)=[N:19][CH:18]=[N:17]1)([CH3:22])[CH3:21]. No catalyst specified. (3) The reactants are [NH2:1][CH2:2][C:3]1[CH:8]=[CH:7][C:6]([N+:9]([O-:11])=[O:10])=[CH:5][C:4]=1[NH2:12].C(N(CC)CC)C.Br[CH2:21][C:22]([O:24][C:25]([CH3:28])([CH3:27])[CH3:26])=[O:23]. The catalyst is C1COCC1. The product is [C:25]([O:24][C:22](=[O:23])[CH2:21][NH:1][CH2:2][C:3]1[CH:8]=[CH:7][C:6]([N+:9]([O-:11])=[O:10])=[CH:5][C:4]=1[NH2:12])([CH3:28])([CH3:27])[CH3:26]. The yield is 0.450. (4) The reactants are [Br:1][C:2]1[CH:7]=[C:6]([CH3:8])[C:5]([OH:9])=[C:4]([CH3:10])[CH:3]=1.N1C=CN=C1.[CH:16]([Si:19](Cl)([CH:23]([CH3:25])[CH3:24])[CH:20]([CH3:22])[CH3:21])([CH3:18])[CH3:17]. The catalyst is C(Cl)Cl. The product is [Br:1][C:2]1[CH:7]=[C:6]([CH3:8])[C:5]([O:9][Si:19]([CH:23]([CH3:25])[CH3:24])([CH:20]([CH3:22])[CH3:21])[CH:16]([CH3:18])[CH3:17])=[C:4]([CH3:10])[CH:3]=1. The yield is 0.150. (5) The reactants are CN(C)S([N:6]1[C:10]([C:11](=[O:13])[CH3:12])=[CH:9][C:8]([CH2:14][O:15][C:16]2[CH:21]=[CH:20][CH:19]=[CH:18][CH:17]=2)=[N:7]1)(=O)=O.C([O-])(O)=O.[Na+]. The catalyst is Cl.CO. The product is [O:15]([CH2:14][C:8]1[CH:9]=[C:10]([C:11](=[O:13])[CH3:12])[NH:6][N:7]=1)[C:16]1[CH:21]=[CH:20][CH:19]=[CH:18][CH:17]=1. The yield is 0.810.